This data is from Peptide-MHC class II binding affinity with 134,281 pairs from IEDB. The task is: Regression. Given a peptide amino acid sequence and an MHC pseudo amino acid sequence, predict their binding affinity value. This is MHC class II binding data. The peptide sequence is DVSGVQAPVGAITTI. The MHC is DRB3_0202 with pseudo-sequence DRB3_0202. The binding affinity (normalized) is 0.